From a dataset of Forward reaction prediction with 1.9M reactions from USPTO patents (1976-2016). Predict the product of the given reaction. (1) Given the reactants S(Cl)(Cl)=O.[NH:5]1[CH2:13][C@@H:11]([OH:12])[CH2:10][C@@H:6]1[C:7]([OH:9])=[O:8].[CH3:14]O, predict the reaction product. The product is: [OH:12][C@@H:11]1[CH2:13][NH:5][C@@H:6]([C:7]([O:9][CH3:14])=[O:8])[CH2:10]1. (2) Given the reactants [Br:1][C:2]1[CH:3]=[C:4]([CH:6]=[CH:7][C:8]=1[Cl:9])[NH2:5].[BH3-][C:11]#N.[Na+].[CH3:14][C:15](O)=O, predict the reaction product. The product is: [Br:1][C:2]1[CH:3]=[C:4]([CH:6]=[CH:7][C:8]=1[Cl:9])[NH:5][CH:15]([CH3:14])[CH3:11]. (3) Given the reactants [CH3:1][O:2][C:3]1[CH:4]=[C:5]2[C:10](=[CH:11][C:12]=1[O:13][CH3:14])[N:9]=[CH:8][N:7]=[C:6]2[O:15][C:16]1[CH:22]=[CH:21][C:19]([NH2:20])=[C:18]([N+:23]([O-:25])=[O:24])[CH:17]=1.Cl[C:27](Cl)([O:29]C(=O)OC(Cl)(Cl)Cl)Cl.[CH3:38][CH2:39][CH2:40][CH2:41][CH:42]([OH:47])[CH2:43][CH2:44][CH2:45][CH3:46].C(=O)(O)[O-].[Na+], predict the reaction product. The product is: [CH3:1][O:2][C:3]1[CH:4]=[C:5]2[C:10](=[CH:11][C:12]=1[O:13][CH3:14])[N:9]=[CH:8][N:7]=[C:6]2[O:15][C:16]1[CH:22]=[CH:21][C:19]([NH:20][C:27](=[O:29])[O:47][CH:42]([CH2:43][CH2:44][CH2:45][CH3:46])[CH2:41][CH2:40][CH2:39][CH3:38])=[C:18]([N+:23]([O-:25])=[O:24])[CH:17]=1. (4) Given the reactants [C:1]([C:5]1[CH:23]=[C:8]2[N:9]=[C:10]([CH3:22])[C:11]([CH:14]([CH2:19][CH2:20][CH3:21])[C:15]([O:17][CH3:18])=[O:16])=[C:12](Cl)[N:7]2[N:6]=1)([CH3:4])([CH3:3])[CH3:2].[O:24]1[CH2:30][CH2:29][CH2:28][O:27][C:26]2[CH:31]=[C:32](B(O)O)[CH:33]=[CH:34][C:25]1=2.C(N(C(C)C)CC)(C)C, predict the reaction product. The product is: [C:1]([C:5]1[CH:23]=[C:8]2[N:9]=[C:10]([CH3:22])[C:11]([CH:14]([CH2:19][CH2:20][CH3:21])[C:15]([O:17][CH3:18])=[O:16])=[C:12]([C:32]3[CH:33]=[CH:34][C:25]4[O:24][CH2:30][CH2:29][CH2:28][O:27][C:26]=4[CH:31]=3)[N:7]2[N:6]=1)([CH3:4])([CH3:3])[CH3:2].